This data is from Full USPTO retrosynthesis dataset with 1.9M reactions from patents (1976-2016). The task is: Predict the reactants needed to synthesize the given product. (1) Given the product [CH2:18]([C:16]1[N:17]=[C:13]([CH:5]2[CH2:6][C:7]3[C:12](=[CH:11][CH:10]=[CH:9][CH:8]=3)[NH:4]2)[NH:14][CH:15]=1)[CH3:19], predict the reactants needed to synthesize it. The reactants are: C([N:4]1[C:12]2[C:7](=[CH:8][CH:9]=[CH:10][CH:11]=2)[CH2:6][CH:5]1[C:13]1[NH:14][CH:15]=[C:16]([CH2:18][CH3:19])[N:17]=1)(=O)C.Cl. (2) Given the product [Cl:12][C:11]1[CH:10]=[CH:9][C:4]([C:5]([O:7][CH3:8])=[O:6])=[CH:3][C:2]=1[NH:1][C:23]([C:20]1([N:14]2[CH2:19][CH2:18][O:17][CH2:16][CH2:15]2)[CH2:22][CH2:21]1)=[O:24], predict the reactants needed to synthesize it. The reactants are: [NH2:1][C:2]1[CH:3]=[C:4]([CH:9]=[CH:10][C:11]=1[Cl:12])[C:5]([O:7][CH3:8])=[O:6].Cl.[N:14]1([C:20]2([C:23](O)=[O:24])[CH2:22][CH2:21]2)[CH2:19][CH2:18][O:17][CH2:16][CH2:15]1.F[P-](F)(F)(F)(F)F.N1(O[P+](N2CCCC2)(N2CCCC2)N2CCCC2)C2C=CC=CC=2N=N1.C(N(C(C)C)CC)(C)C. (3) The reactants are: [F:1][C:2]1[C:7]2[C:8]([CH2:11][O:12][C:13]3[CH:21]=[CH:20][CH:19]=[C:18]4[C:14]=3[CH:15]=[C:16]([C:22]([OH:24])=O)[NH:17]4)=[CH:9][O:10][C:6]=2[CH:5]=[C:4]([F:25])[CH:3]=1.[ClH:26].Cl.Cl.[C@H:29]1([CH2:39][N:40]2[CH2:45][CH2:44][CH:43]([NH2:46])[CH2:42][CH2:41]2)[C@@H:38]2[N:33]([CH2:34][CH2:35][CH2:36][CH2:37]2)[CH2:32][CH2:31][CH2:30]1. Given the product [ClH:26].[ClH:26].[C@H:29]1([CH2:39][N:40]2[CH2:45][CH2:44][CH:43]([NH:46][C:22]([C:16]3[NH:17][C:18]4[C:14]([CH:15]=3)=[C:13]([O:12][CH2:11][C:8]3[C:7]5[C:2]([F:1])=[CH:3][C:4]([F:25])=[CH:5][C:6]=5[O:10][CH:9]=3)[CH:21]=[CH:20][CH:19]=4)=[O:24])[CH2:42][CH2:41]2)[C@@H:38]2[N:33]([CH2:34][CH2:35][CH2:36][CH2:37]2)[CH2:32][CH2:31][CH2:30]1, predict the reactants needed to synthesize it. (4) Given the product [CH2:1]([O:8][C:9]1[C:18]2[C:13](=[CH:14][CH:15]=[C:16]([N:37]3[CH2:42][CH2:41][CH2:40][CH2:39][C:38]3=[O:43])[CH:17]=2)[N:12]=[C:11]([CH2:20][O:21][C:22]2[CH:27]=[CH:26][CH:25]=[C:24]([O:28][CH2:29][CH:30]3[CH2:35][CH2:34][O:33][CH2:32][CH2:31]3)[CH:23]=2)[C:10]=1[CH3:36])[C:2]1[CH:7]=[CH:6][CH:5]=[CH:4][CH:3]=1, predict the reactants needed to synthesize it. The reactants are: [CH2:1]([O:8][C:9]1[C:18]2[C:13](=[CH:14][CH:15]=[C:16](Br)[CH:17]=2)[N:12]=[C:11]([CH2:20][O:21][C:22]2[CH:27]=[CH:26][CH:25]=[C:24]([O:28][CH2:29][CH:30]3[CH2:35][CH2:34][O:33][CH2:32][CH2:31]3)[CH:23]=2)[C:10]=1[CH3:36])[C:2]1[CH:7]=[CH:6][CH:5]=[CH:4][CH:3]=1.[NH:37]1[CH2:42][CH2:41][CH2:40][CH2:39][C:38]1=[O:43].C(=O)([O-])[O-].[Cs+].[Cs+].CC1(C)C2C=CC=C(P(C3C=CC=CC=3)C3C=CC=CC=3)C=2OC2C1=CC=CC=2P(C1C=CC=CC=1)C1C=CC=CC=1. (5) Given the product [OH:19][C:18]1[C:6]2[CH:5]=[C:4]([CH3:3])[S:8][C:7]=2[N:9]=[C:10]([CH2:11][CH2:12][C:13]([F:16])([F:15])[F:14])[N:20]=1, predict the reactants needed to synthesize it. The reactants are: [OH-].[K+].[CH3:3][C:4]1[S:8][C:7]([NH:9][C:10](=O)[CH2:11][CH2:12][C:13]([F:16])([F:15])[F:14])=[C:6]([C:18]([NH2:20])=[O:19])[CH:5]=1.